From a dataset of Full USPTO retrosynthesis dataset with 1.9M reactions from patents (1976-2016). Predict the reactants needed to synthesize the given product. (1) Given the product [OH:24][NH:23][C:21]([CH2:20][N:18]1[C:17]([S:38][CH3:39])=[C:15]2[S:16][C:12]([C:9]3[C@H:10]([CH3:11])[C@@H:6]4[C@@H:5]([C@H:3]([OH:2])[CH3:4])[C:53](=[O:54])[N:7]4[C:8]=3[C:40]([O-:42])=[O:41])=[CH:13][N+:14]2=[CH:19]1)=[O:22], predict the reactants needed to synthesize it. The reactants are: [I-].[OH:2][C@@H:3]([C@H:5]1[C:53](=[O:54])[N:7]2[C:8]([C:40]([O:42]CC3C=CC([N+]([O-])=O)=CC=3)=[O:41])=[C:9]([C:12]3[S:16][C:15]4=[C:17]([S:38][CH3:39])[N:18]([CH2:20][C:21]([NH:23][O:24]C(OCC5C=CC([N+]([O-])=O)=CC=5)=O)=[O:22])[CH:19]=[N+:14]4[CH:13]=3)[C@H:10]([CH3:11])[C@H:6]12)[CH3:4].P([O-])([O-])([O-])=O.[Na+].[Na+].[Na+].[H][H]. (2) The reactants are: [CH2:1]([O:5][C:6]([N:8]1[CH2:13][CH2:12][N:11]([C:14](=[O:27])[CH2:15][NH:16]C(OCC2C=CC=CC=2)=O)[CH2:10][CH2:9]1)=[O:7])[CH2:2][CH2:3][CH3:4]. Given the product [CH2:1]([O:5][C:6]([N:8]1[CH2:9][CH2:10][N:11]([C:14](=[O:27])[CH2:15][NH2:16])[CH2:12][CH2:13]1)=[O:7])[CH2:2][CH2:3][CH3:4], predict the reactants needed to synthesize it. (3) Given the product [CH3:13][O:12][C:7]1[CH:8]=[CH:9][CH:10]=[C:11]2[C:6]=1[CH:5]=[C:4]([NH:14][C:15]1[CH:19]=[C:18]([CH3:20])[NH:17][N:16]=1)[N:3]=[C:2]2[C:21]1[CH:26]=[CH:25][CH:24]=[CH:23][CH:22]=1, predict the reactants needed to synthesize it. The reactants are: Cl[C:2]1[C:11]2[C:6](=[C:7]([O:12][CH3:13])[CH:8]=[CH:9][CH:10]=2)[CH:5]=[C:4]([NH:14][C:15]2[CH:19]=[C:18]([CH3:20])[NH:17][N:16]=2)[N:3]=1.[C:21]1(B(O)O)[CH:26]=[CH:25][CH:24]=[CH:23][CH:22]=1. (4) Given the product [CH3:14][O:15][C:16]1[CH:23]=[C:22]([O:24][CH3:25])[CH:21]=[CH:20][C:17]=1[CH2:18][NH:19][S:10]([C:3]1[CH:4]=[C:5]([F:9])[C:6]([F:8])=[CH:7][C:2]=1[F:1])(=[O:12])=[O:11], predict the reactants needed to synthesize it. The reactants are: [F:1][C:2]1[CH:7]=[C:6]([F:8])[C:5]([F:9])=[CH:4][C:3]=1[S:10](Cl)(=[O:12])=[O:11].[CH3:14][O:15][C:16]1[CH:23]=[C:22]([O:24][CH3:25])[CH:21]=[CH:20][C:17]=1[CH2:18][NH2:19].C(C(CC)(NCCC)C)C.